This data is from Peptide-MHC class II binding affinity with 134,281 pairs from IEDB. The task is: Regression. Given a peptide amino acid sequence and an MHC pseudo amino acid sequence, predict their binding affinity value. This is MHC class II binding data. (1) The peptide sequence is YLGLLSQRTRDIYIS. The MHC is H-2-IAb with pseudo-sequence H-2-IAb. The binding affinity (normalized) is 0.0915. (2) The peptide sequence is PTPVNIIGRNMLTQIGC. The MHC is HLA-DPA10301-DPB10402 with pseudo-sequence HLA-DPA10301-DPB10402. The binding affinity (normalized) is 0.679. (3) The peptide sequence is EIYKRWIIMG. The MHC is DRB1_0301 with pseudo-sequence DRB1_0301. The binding affinity (normalized) is 0. (4) The peptide sequence is GLFIDAGYAATNDDN. The MHC is DRB1_0101 with pseudo-sequence DRB1_0101. The binding affinity (normalized) is 0.557. (5) The peptide sequence is KMYFNLIDTKCYKLEHPV. The MHC is DRB1_1301 with pseudo-sequence DRB1_1301. The binding affinity (normalized) is 0.473. (6) The peptide sequence is RNVFDEVIPTAFSIG. The MHC is DRB4_0101 with pseudo-sequence DRB4_0103. The binding affinity (normalized) is 0.267. (7) The peptide sequence is AFILDGDNQFPKV. The MHC is HLA-DQA10501-DQB10201 with pseudo-sequence HLA-DQA10501-DQB10201. The binding affinity (normalized) is 0.568.